From a dataset of Peptide-MHC class II binding affinity with 134,281 pairs from IEDB. Regression. Given a peptide amino acid sequence and an MHC pseudo amino acid sequence, predict their binding affinity value. This is MHC class II binding data. The peptide sequence is LWNGPMAVSMTGVMR. The MHC is DRB1_0401 with pseudo-sequence DRB1_0401. The binding affinity (normalized) is 0.509.